The task is: Predict the reactants needed to synthesize the given product.. This data is from Full USPTO retrosynthesis dataset with 1.9M reactions from patents (1976-2016). (1) Given the product [S:24]1[CH:28]=[CH:27][CH:26]=[C:25]1[S:29]([NH:1][C:2]1[C:11]2[C:6](=[CH:7][CH:8]=[CH:9][CH:10]=2)[C:5]([S:12][CH2:13][C:14]([OH:16])=[O:15])=[CH:4][CH:3]=1)(=[O:31])=[O:30], predict the reactants needed to synthesize it. The reactants are: [NH2:1][C:2]1[C:11]2[C:6](=[CH:7][CH:8]=[CH:9][CH:10]=2)[C:5]([S:12][CH2:13][C:14]([OH:16])=[O:15])=[CH:4][CH:3]=1.N1C=CC=CC=1.O.[S:24]1[CH:28]=[CH:27][CH:26]=[C:25]1[S:29](Cl)(=[O:31])=[O:30]. (2) Given the product [CH2:1]([O:5][C:6]1[C:13]([CH3:14])=[CH:12][C:9]([CH:10]=[CH:17][O:18][CH3:19])=[CH:8][C:7]=1[CH3:15])[CH2:2][CH2:3][CH3:4], predict the reactants needed to synthesize it. The reactants are: [CH2:1]([O:5][C:6]1[C:13]([CH3:14])=[CH:12][C:9]([CH:10]=O)=[CH:8][C:7]=1[CH3:15])[CH2:2][CH2:3][CH3:4].[Cl-].[CH3:17][O:18][CH2:19][P+](C1C=CC=CC=1)(C1C=CC=CC=1)C1C=CC=CC=1.[H-].[Na+]. (3) Given the product [O:86]([CH2:85][C:81]1[CH:80]=[C:79]([CH:84]=[CH:83][CH:82]=1)[C:78]([NH:77][CH2:76][CH2:75][CH2:74][CH2:73][C@H:72]([NH:71][C:63](=[O:64])[C@H:58]([CH2:59][CH:60]([CH3:61])[CH3:62])[NH:57][C:55](=[O:56])[C@H:47]([CH2:48][C:49]1[CH:54]=[CH:53][CH:52]=[CH:51][CH:50]=1)[NH:46][C:44](=[O:45])[C@H:36]([CH2:37][C:38]1[CH:39]=[CH:40][CH:41]=[CH:42][CH:43]=1)[NH:35][C:33](=[O:34])[C@H:27]([CH2:28][CH2:29][C:30](=[O:31])[OH:32])[NH:26][C:24](=[O:25])[C@H:19]([CH2:20][C:21](=[O:23])[NH2:22])[NH:18][C:16](=[O:17])[C@H:11]([CH2:12][C:13](=[O:14])[OH:15])[NH:10][C:8](=[O:9])[C@H:2]([CH2:3][CH2:4][C:5](=[O:6])[OH:7])[NH2:1])[C:89]([NH2:90])=[O:91])=[O:88])[NH2:87], predict the reactants needed to synthesize it. The reactants are: [NH2:1][C@H:2]([C:8]([NH:10][C@H:11]([C:16]([NH:18][C@H:19]([C:24]([NH:26][C@H:27]([C:33]([NH:35][C@H:36]([C:44]([NH:46][C@H:47]([C:55]([NH:57][C@H:58]([C:63](N[C@H](C(O)=O)C)=[O:64])[CH2:59][CH:60]([CH3:62])[CH3:61])=[O:56])[CH2:48][C:49]1[CH:54]=[CH:53][CH:52]=[CH:51][CH:50]=1)=[O:45])[CH2:37][C:38]1[CH:43]=[CH:42][CH:41]=[CH:40][CH:39]=1)=[O:34])[CH2:28][CH2:29][C:30](=[O:32])[OH:31])=[O:25])[CH2:20][C:21](=[O:23])[NH2:22])=[O:17])[CH2:12][C:13](=[O:15])[OH:14])=[O:9])[CH2:3][CH2:4][C:5](=[O:7])[OH:6].[NH2:71][C@H:72]([C:89](=[O:91])[NH2:90])[CH2:73][CH2:74][CH2:75][CH2:76][NH:77][C:78](=[O:88])[C:79]1[CH:84]=[CH:83][CH:82]=[C:81]([CH2:85][O:86][NH2:87])[CH:80]=1.C1N(CCO)CCN(CCS(O)(=O)=O)C1.Cl.[OH-].[Na+]. (4) Given the product [C:9]12([C:7]([NH:6][CH2:5][C@H:4]([NH:19][C:20]([C:22]3[C:23]([CH3:40])=[N:24][C:25]([NH:29][CH2:30][CH2:31][CH2:32][C:33]4[CH:38]=[CH:37][CH:36]=[C:35]([OH:39])[CH:34]=4)=[N:26][C:27]=3[CH3:28])=[O:21])[C:3]([OH:41])=[O:2])=[O:8])[CH2:10][CH:11]3[CH2:12][CH:13]([CH2:14][CH:15]([CH2:17]3)[CH2:16]1)[CH2:18]2, predict the reactants needed to synthesize it. The reactants are: C[O:2][C:3](=[O:41])[C@@H:4]([NH:19][C:20]([C:22]1[C:23]([CH3:40])=[N:24][C:25]([NH:29][CH2:30][CH2:31][CH2:32][C:33]2[CH:38]=[CH:37][CH:36]=[C:35]([OH:39])[CH:34]=2)=[N:26][C:27]=1[CH3:28])=[O:21])[CH2:5][NH:6][C:7]([C:9]12[CH2:18][CH:13]3[CH2:14][CH:15]([CH2:17][CH:11]([CH2:12]3)[CH2:10]1)[CH2:16]2)=[O:8].O.[OH-].[Li+].S([O-])(O)(=O)=O.[K+]. (5) Given the product [CH3:13][O:12][C:9]1[N:8]=[N:7][C:6]([C:4](=[O:3])[CH3:5])=[CH:11][CH:10]=1, predict the reactants needed to synthesize it. The reactants are: C([O:3][C:4]([C:6]1[N:7]=[N:8][C:9]([O:12][CH3:13])=[CH:10][CH:11]=1)=[CH2:5])C.Cl.O1CCOCC1. (6) Given the product [C:33]([C:29]1[N:28]=[C:27]([CH:11]([C:9]2[CH:8]=[CH:7][CH:6]=[C:5]([C:1]([CH3:4])([CH3:3])[CH3:2])[N:10]=2)[C:13]2[NH:14][C:15]([C:21]3[CH:26]=[CH:25][CH:24]=[CH:23][N:22]=3)=[N:16][CH:17]=2)[CH:32]=[CH:31][CH:30]=1)([CH3:36])([CH3:35])[CH3:34], predict the reactants needed to synthesize it. The reactants are: [C:1]([C:5]1[N:10]=[C:9]([C:11]([C:27]2[CH:32]=[CH:31][CH:30]=[C:29]([C:33]([CH3:36])([CH3:35])[CH3:34])[N:28]=2)([C:13]2[NH:14][CH:15]([C:21]3[CH:26]=[CH:25][CH:24]=[CH:23][N:22]=3)[N:16](COC)[CH:17]=2)O)[CH:8]=[CH:7][CH:6]=1)([CH3:4])([CH3:3])[CH3:2].[PH2](O)=O.I. (7) The reactants are: [S:1]1[C:5]2[CH:6]=[CH:7][CH:8]=[CH:9][C:4]=2[N:3]=[C:2]1[N:10]1[CH2:14][CH2:13][C@H:12]([N:15]2[C:19]3=[N:20][CH:21]=[CH:22][N:23]=[C:18]3[C:17]([CH3:25])([CH3:24])[C:16]2=[O:26])[CH2:11]1.[CH3:27]C1(C)C2C(=NC=CN=2)N([C@@H]2CCN(C(OC(C)(C)C)=O)C2)C1=O.[ClH:51].O1CCOCC1. Given the product [CH:19]([N:15]([CH:12]([CH3:11])[CH3:13])[CH2:16][CH3:17])([CH3:18])[CH3:27].[Cl:51][C:2]1[S:1][C:5]2[CH:6]=[CH:7][CH:8]=[CH:9][C:4]=2[N:3]=1.[S:1]1[C:5]2[CH:6]=[CH:7][CH:8]=[CH:9][C:4]=2[N:3]=[C:2]1[N:10]1[CH2:14][CH2:13][C@@H:12]([N:15]2[C:19]3=[N:20][CH:21]=[CH:22][N:23]=[C:18]3[C:17]([CH3:24])([CH3:25])[C:16]2=[O:26])[CH2:11]1, predict the reactants needed to synthesize it. (8) Given the product [Cl:30][C:31]1[N:32]=[CH:33][N:34]=[C:35]([N:20]2[CH2:21][CH2:22][C:16]3[C:15]([N:23]4[CH2:28][CH2:27][O:26][CH2:25][C@@H:24]4[CH3:29])=[N:14][C:13]([C:10]4[CH:9]=[CH:8][C:7]([NH:6][C:4]([NH:3][CH2:1][CH3:2])=[O:5])=[CH:12][CH:11]=4)=[N:18][C:17]=3[CH2:19]2)[CH:36]=1, predict the reactants needed to synthesize it. The reactants are: [CH2:1]([NH:3][C:4]([NH:6][C:7]1[CH:12]=[CH:11][C:10]([C:13]2[N:14]=[C:15]([N:23]3[CH2:28][CH2:27][O:26][CH2:25][C@@H:24]3[CH3:29])[C:16]3[CH2:22][CH2:21][NH:20][CH2:19][C:17]=3[N:18]=2)=[CH:9][CH:8]=1)=[O:5])[CH3:2].[Cl:30][C:31]1[CH:36]=[C:35](Cl)[N:34]=[CH:33][N:32]=1.CN(C)C=O. (9) Given the product [NH2:1][C:2]1[N:6]([C:7]2[CH:8]=[CH:9][CH:10]=[CH:11][CH:12]=2)[N:5]=[C:4]([C:13]([NH:46][C@H:47]([C:52]2[CH:57]=[CH:56][CH:55]=[CH:54][C:53]=2[CH3:58])[CH2:48][C:49]([OH:51])=[O:50])=[O:15])[CH:3]=1, predict the reactants needed to synthesize it. The reactants are: [NH2:1][C:2]1[N:6]([C:7]2[CH:12]=[CH:11][CH:10]=[CH:9][CH:8]=2)[N:5]=[C:4]([C:13]([OH:15])=O)[CH:3]=1.[B-](F)(F)(F)F.CCOC(C(C#N)=NOC(N(C)C)=[N+](C)C)=O.C(N1CCOCC1)C.[NH2:46][C@H:47]([C:52]1[CH:57]=[CH:56][CH:55]=[CH:54][C:53]=1[CH3:58])[CH2:48][C:49]([OH:51])=[O:50]. (10) Given the product [CH2:28]([O:30][C:31](=[O:37])[CH2:32][CH2:33][NH:34][C:35]([NH:17][C:15]1[S:16][C:12]([C:8]2[CH:9]=[CH:10][CH:11]=[C:6]([S:3]([CH3:2])(=[O:4])=[O:5])[CH:7]=2)=[C:13]([CH3:18])[N:14]=1)=[O:36])[CH3:29], predict the reactants needed to synthesize it. The reactants are: Br.[CH3:2][S:3]([C:6]1[CH:7]=[C:8]([C:12]2[S:16][C:15]([NH2:17])=[N:14][C:13]=2[CH3:18])[CH:9]=[CH:10][CH:11]=1)(=[O:5])=[O:4].CCN(C(C)C)C(C)C.[CH2:28]([O:30][C:31](=[O:37])[CH2:32][CH2:33][N:34]=[C:35]=[O:36])[CH3:29].